This data is from Catalyst prediction with 721,799 reactions and 888 catalyst types from USPTO. The task is: Predict which catalyst facilitates the given reaction. (1) Reactant: [Cl:1][C:2]1[C:3]([CH3:12])=[C:4]([S:8](Cl)(=[O:10])=[O:9])[CH:5]=[CH:6][CH:7]=1.[NH2:13][C:14]1[N:19]=[C:18]([CH2:20][C:21]([O:23][CH2:24][CH3:25])=[O:22])[CH:17]=[CH:16][CH:15]=1. Product: [Cl:1][C:2]1[C:3]([CH3:12])=[C:4]([S:8]([NH:13][C:14]2[N:19]=[C:18]([CH2:20][C:21]([O:23][CH2:24][CH3:25])=[O:22])[CH:17]=[CH:16][CH:15]=2)(=[O:10])=[O:9])[CH:5]=[CH:6][CH:7]=1. The catalyst class is: 17. (2) Reactant: [C:1]1([C:34]2[CH:39]=[CH:38][CH:37]=[CH:36][CH:35]=2)[CH:6]=[CH:5][CH:4]=[CH:3][C:2]=1[N:7]([C:15]1[C:20]2[O:21][C:22]3[C:27]([CH:28]4[CH2:33][CH2:32][CH2:31][CH2:30][CH2:29]4)=[CH:26][CH:25]=[CH:24][C:23]=3[C:19]=2[CH:18]=[CH:17][CH:16]=1)[C:8]1[CH:13]=[CH:12][C:11]([OH:14])=[CH:10][CH:9]=1.N1C=CC=CC=1.[F:46][C:47]([F:60])([F:59])[S:48](O[S:48]([C:47]([F:60])([F:59])[F:46])(=[O:50])=[O:49])(=[O:50])=[O:49]. Product: [F:46][C:47]([F:60])([F:59])[S:48]([O:14][C:11]1[CH:12]=[CH:13][C:8]([N:7]([C:2]2[CH:3]=[CH:4][CH:5]=[CH:6][C:1]=2[C:34]2[CH:35]=[CH:36][CH:37]=[CH:38][CH:39]=2)[C:15]2[C:20]3[O:21][C:22]4[C:27]([CH:28]5[CH2:29][CH2:30][CH2:31][CH2:32][CH2:33]5)=[CH:26][CH:25]=[CH:24][C:23]=4[C:19]=3[CH:18]=[CH:17][CH:16]=2)=[CH:9][CH:10]=1)(=[O:50])=[O:49]. The catalyst class is: 2.